From a dataset of Forward reaction prediction with 1.9M reactions from USPTO patents (1976-2016). Predict the product of the given reaction. (1) The product is: [F:45][C@H:33]1[C@@H:32]([O:31][C:30]2[CH:46]=[CH:47][C:48]([C:2]3[N:3]=[C:4]([NH:8][C:9]4[CH:14]=[CH:13][C:12]([N:15]5[CH2:20][CH2:19][N:18]([CH:21]6[CH2:26][CH2:25][O:24][CH2:23][CH2:22]6)[CH2:17][CH2:16]5)=[CH:11][CH:10]=4)[N:5]=[CH:6][N:7]=3)=[CH:49][C:29]=2[C:27]#[N:28])[CH2:37][CH2:36][N:35]([C:38](=[O:40])[C@@H:65]([OH:66])[CH3:68])[CH2:34]1. Given the reactants Cl[C:2]1[N:7]=[CH:6][N:5]=[C:4]([NH:8][C:9]2[CH:14]=[CH:13][C:12]([N:15]3[CH2:20][CH2:19][N:18]([CH:21]4[CH2:26][CH2:25][O:24][CH2:23][CH2:22]4)[CH2:17][CH2:16]3)=[CH:11][CH:10]=2)[N:3]=1.[C:27]([C:29]1[CH:49]=[C:48](B2OC(C)(C)C(C)(C)O2)[CH:47]=[CH:46][C:30]=1[O:31][C@H:32]1[CH2:37][CH2:36][N:35]([C:38]([O:40]C(C)(C)C)=O)[CH2:34][C@H:33]1[F:45])#[N:28].C(=O)([O-])[O-].[Na+].[Na+].[CH2:65]([CH2:68]OC)[O:66]C, predict the reaction product. (2) Given the reactants Br[C:2]1[CH:3]=[C:4]([NH:8][S:9]([C:12]2[CH:17]=[CH:16][C:15]([CH3:18])=[CH:14][CH:13]=2)(=[O:11])=[O:10])[CH:5]=[N:6][CH:7]=1.CC1(C)C(C)(C)OB([C:27]2[CH:39]=[CH:38][C:30]3[N:31]=[C:32]([NH:34][C:35](=[O:37])[CH3:36])[S:33][C:29]=3[CH:28]=2)O1.C(=O)([O-])[O-].[Na+].[Na+], predict the reaction product. The product is: [CH3:18][C:15]1[CH:16]=[CH:17][C:12]([S:9]([NH:8][C:4]2[CH:3]=[C:2]([C:27]3[CH:39]=[CH:38][C:30]4[N:31]=[C:32]([NH:34][C:35](=[O:37])[CH3:36])[S:33][C:29]=4[CH:28]=3)[CH:7]=[N:6][CH:5]=2)(=[O:11])=[O:10])=[CH:13][CH:14]=1. (3) Given the reactants [NH2:1][CH2:2][CH2:3][CH:4]([N:6]1[CH2:11][CH2:10][CH:9]([N:12]([CH2:23][C:24]2[CH:29]=[C:28]([Cl:30])[CH:27]=[CH:26][C:25]=2[F:31])[C:13]2[CH:22]=[CH:21][C:16]3[O:17][CH2:18][CH2:19][O:20][C:15]=3[CH:14]=2)[CH2:8][CH2:7]1)[CH3:5].[CH3:32][C:33]1[CH:41]=[CH:40][CH:39]=[C:38]([CH3:42])[C:34]=1[C:35](O)=[O:36], predict the reaction product. The product is: [Cl:30][C:28]1[CH:27]=[CH:26][C:25]([F:31])=[C:24]([CH:29]=1)[CH2:23][N:12]([C:13]1[CH:22]=[CH:21][C:16]2[O:17][CH2:18][CH2:19][O:20][C:15]=2[CH:14]=1)[CH:9]1[CH2:8][CH2:7][N:6]([CH:4]([CH3:5])[CH2:3][CH2:2][NH:1][C:35](=[O:36])[C:34]2[C:38]([CH3:42])=[CH:39][CH:40]=[CH:41][C:33]=2[CH3:32])[CH2:11][CH2:10]1. (4) The product is: [CH2:79]([O:78][P:71]([CH2:23][CH2:22][CH2:21][CH2:26][CH2:27][CH2:28][CH2:29][CH2:30][CH2:31][CH2:32][CH2:49][CH2:48][CH2:47][CH2:46][CH2:45][CH2:44][O:43][C:30]1[C:29]([O:50][CH2:51][CH2:52][CH2:53][CH2:54][CH2:55][CH3:56])=[CH:28][C:27]2[C:26]3[C:21](=[CH:22][C:23]([O:64][CH2:65][CH2:66][CH2:67][CH2:68][CH2:69][CH3:70])=[C:24]([O:57][CH2:58][CH2:59][CH2:60][CH2:61][CH2:62][CH3:63])[CH:25]=3)[C:20]3[C:33](=[CH:34][C:35]([O:36][CH2:37][CH2:38][CH2:39][CH2:40][CH2:41][CH3:42])=[C:18]([O:36][CH2:35][CH2:34][CH2:33][CH2:20][CH2:19][CH3:18])[CH:19]=3)[C:32]=2[CH:31]=1)(=[O:72])[O:75][CH2:76][CH3:77])[CH3:80]. Given the reactants BrCCCCCCCCCCCCCCCC[C:18]1[C:35]([O:36][CH2:37][CH2:38][CH2:39][CH2:40][CH2:41][CH3:42])=[CH:34][C:33]2[C:32]3[C:27](=[CH:28][C:29]([O:50][CH2:51][CH2:52][CH2:53][CH2:54][CH2:55][CH3:56])=[C:30]([O:43][CH2:44][CH2:45][CH2:46][CH2:47][CH2:48][CH3:49])[CH:31]=3)[C:26]3[C:21](=[CH:22][C:23]([O:64][CH2:65][CH2:66][CH2:67][CH2:68][CH2:69][CH3:70])=[C:24]([O:57][CH2:58][CH2:59][CH2:60][CH2:61][CH2:62][CH3:63])[CH:25]=3)[C:20]=2[CH:19]=1.[P:71]([O:78][CH2:79][CH3:80])([O:75][CH2:76][CH3:77])[O:72]CC, predict the reaction product. (5) Given the reactants [OH-].[Na+].[O:3]=[C:4]([CH:6](P(=O)(OCC)OCC)[CH2:7][CH2:8][CH2:9][CH2:10][CH3:11])[CH3:5].[CH:20]1([CH:23]=O)[CH2:22][CH2:21]1, predict the reaction product. The product is: [CH:20]1(/[CH:23]=[C:6](\[CH2:7][CH2:8][CH2:9][CH2:10][CH3:11])/[C:4](=[O:3])[CH3:5])[CH2:22][CH2:21]1. (6) Given the reactants [O-:1][C:2]#[N:3].[Na+].[NH2:5][C:6]1[CH:11]=[CH:10][CH:9]=[CH:8][C:7]=1[CH2:12][N:13]([C:27]([O:29][C:30]([CH3:33])([CH3:32])[CH3:31])=[O:28])[CH:14]1[CH2:19][CH2:18][N:17]([CH2:20][C:21]2[CH:26]=[CH:25][CH:24]=[CH:23][CH:22]=2)[CH2:16][CH2:15]1.C(=O)([O-])O.[Na+], predict the reaction product. The product is: [NH2:3][C:2]([NH:5][C:6]1[CH:11]=[CH:10][CH:9]=[CH:8][C:7]=1[CH2:12][N:13]([C:27]([O:29][C:30]([CH3:33])([CH3:32])[CH3:31])=[O:28])[CH:14]1[CH2:15][CH2:16][N:17]([CH2:20][C:21]2[CH:26]=[CH:25][CH:24]=[CH:23][CH:22]=2)[CH2:18][CH2:19]1)=[O:1]. (7) Given the reactants [Cl:1][C:2]1[N:12]=[C:11](Cl)[C:10]([F:14])=[CH:9][C:3]=1[C:4]([O:6][CH2:7][CH3:8])=[O:5].[F:15][C:16]1[CH:17]=[C:18]([OH:23])[CH:19]=[CH:20][C:21]=1[F:22].C(=O)([O-])[O-].[K+].[K+], predict the reaction product. The product is: [Cl:1][C:2]1[N:12]=[C:11]([O:23][C:18]2[CH:19]=[CH:20][C:21]([F:22])=[C:16]([F:15])[CH:17]=2)[C:10]([F:14])=[CH:9][C:3]=1[C:4]([O:6][CH2:7][CH3:8])=[O:5].